From a dataset of Peptide-MHC class I binding affinity with 185,985 pairs from IEDB/IMGT. Regression. Given a peptide amino acid sequence and an MHC pseudo amino acid sequence, predict their binding affinity value. This is MHC class I binding data. (1) The MHC is BoLA-JSP.1 with pseudo-sequence BoLA-JSP.1. The peptide sequence is YQAGISAAL. The binding affinity (normalized) is 0.485. (2) The binding affinity (normalized) is 0.419. The peptide sequence is CYSQVNPITL. The MHC is HLA-A23:01 with pseudo-sequence HLA-A23:01.